This data is from Forward reaction prediction with 1.9M reactions from USPTO patents (1976-2016). The task is: Predict the product of the given reaction. (1) Given the reactants [CH2:1]=[CH:2][C:3]([CH2:6][CH2:7][CH:8]=[C:9]([CH3:11])[CH3:10])([CH3:5])[OH:4].C(N(CC)CC)C.[OH:19][C:20]1[CH:25]=[C:24]([OH:26])[CH:23]=[CH:22][C:21]=1[CH:27]=[CH:28][C:29](O)=[O:30].CN([P+](ON1N=NC2C=CC=CC1=2)(N(C)C)N(C)C)C.F[P-](F)(F)(F)(F)F, predict the reaction product. The product is: [CH3:5][C:3]([O:4][C:29](=[O:30])[CH:28]=[CH:27][C:21]1[CH:22]=[CH:23][C:24]([OH:26])=[CH:25][C:20]=1[OH:19])([CH:2]=[CH2:1])[CH2:6][CH2:7][CH:8]=[C:9]([CH3:11])[CH3:10]. (2) Given the reactants C[Si](Br)(C)C.C[O:7][P:8]([CH:12]([P:38]([O:42]C)([O:40]C)=[O:39])[CH2:13][N:14]1[CH2:19][CH2:18][N:17]([C:20]2[CH:29]=[C:28]3[C:23]([C:24](=[O:36])[C:25]([C:33]([OH:35])=[O:34])=[CH:26][N:27]3[CH:30]3[CH2:32][CH2:31]3)=[CH:22][C:21]=2[F:37])[CH2:16][CH2:15]1)([O:10]C)=[O:9], predict the reaction product. The product is: [P:8]([CH:12]([P:38]([OH:40])([OH:42])=[O:39])[CH2:13][N:14]1[CH2:19][CH2:18][N:17]([C:20]2[CH:29]=[C:28]3[C:23]([C:24](=[O:36])[C:25]([C:33]([OH:35])=[O:34])=[CH:26][N:27]3[CH:30]3[CH2:32][CH2:31]3)=[CH:22][C:21]=2[F:37])[CH2:16][CH2:15]1)([OH:9])([OH:10])=[O:7]. (3) The product is: [CH3:5][C:2]([C:6]1[CH:7]=[C:8]([NH2:13])[C:9]([NH2:10])=[CH:11][CH:12]=1)([CH3:1])[CH2:3][CH3:4]. Given the reactants [CH3:1][C:2]([C:6]1[CH:12]=[CH:11][C:9]([NH2:10])=[C:8]([N+:13]([O-])=O)[CH:7]=1)([CH3:5])[CH2:3][CH3:4].O.[Cl-].[Ca+2].[Cl-], predict the reaction product. (4) Given the reactants [F:1][C:2]1[CH:7]=[CH:6][C:5]([F:8])=[CH:4][C:3]=1[C@H:9]1[CH2:13][CH2:12][CH2:11][N:10]1[C:14]1[CH:19]=[CH:18][N:17]2[N:20]=[CH:21][C:22]([NH2:23])=[C:16]2[N:15]=1.[OH:24][C:25]([CH3:30])([CH3:29])[C:26](O)=[O:27].CN(C(ON1N=NC2C=CC=NC1=2)=[N+](C)C)C.F[P-](F)(F)(F)(F)F.CCN(C(C)C)C(C)C, predict the reaction product. The product is: [F:1][C:2]1[CH:7]=[CH:6][C:5]([F:8])=[CH:4][C:3]=1[C@H:9]1[CH2:13][CH2:12][CH2:11][N:10]1[C:14]1[CH:19]=[CH:18][N:17]2[N:20]=[CH:21][C:22]([NH:23][C:26](=[O:27])[C:25]([OH:24])([CH3:30])[CH3:29])=[C:16]2[N:15]=1. (5) Given the reactants [C:1]([O:5][C:6]([O:8][C:9]1[CH:10]=[CH:11][C:12]([C@@H:20]([O:41][Si:42]([C:45]([CH3:48])([CH3:47])[CH3:46])([CH3:44])[CH3:43])[CH2:21][N:22]([C@H:30]([CH3:40])[CH2:31][C:32]2[CH:37]=[CH:36][CH:35]=[C:34]([CH2:38][OH:39])[CH:33]=2)[C:23](=[O:29])[O:24][C:25]([CH3:28])([CH3:27])[CH3:26])=[C:13]2[C:18]=1[NH:17][C:16](=[O:19])[CH:15]=[CH:14]2)=[O:7])([CH3:4])([CH3:3])[CH3:2], predict the reaction product. The product is: [C:1]([O:5][C:6]([O:8][C:9]1[CH:10]=[CH:11][C:12]([C@@H:20]([O:41][Si:42]([C:45]([CH3:46])([CH3:48])[CH3:47])([CH3:44])[CH3:43])[CH2:21][N:22]([C@H:30]([CH3:40])[CH2:31][C:32]2[CH:37]=[CH:36][CH:35]=[C:34]([CH:38]=[O:39])[CH:33]=2)[C:23](=[O:29])[O:24][C:25]([CH3:27])([CH3:26])[CH3:28])=[C:13]2[C:18]=1[NH:17][C:16](=[O:19])[CH:15]=[CH:14]2)=[O:7])([CH3:2])([CH3:3])[CH3:4].